From a dataset of Catalyst prediction with 721,799 reactions and 888 catalyst types from USPTO. Predict which catalyst facilitates the given reaction. (1) Reactant: [NH2:1][C:2]1[CH:7]=[CH:6][C:5]([CH3:8])=[CH:4][C:3]=1[S:9]([NH2:12])(=[O:11])=[O:10].[Cl:13][C:14]1[C:19]([Cl:20])=[CH:18][CH:17]=[CH:16][C:15]=1[S:21](Cl)(=[O:23])=[O:22]. Product: [Cl:13][C:14]1[C:19]([Cl:20])=[CH:18][CH:17]=[CH:16][C:15]=1[S:21]([NH:1][C:2]1[CH:7]=[CH:6][C:5]([CH3:8])=[CH:4][C:3]=1[S:9]([NH2:12])(=[O:10])=[O:11])(=[O:23])=[O:22]. The catalyst class is: 17. (2) Reactant: [ClH:1].C(OCC)(=O)C.[CH2:8]([NH:11][C:12]1[N:13]=[C:14]([NH:22][C:23](=[O:29])[NH:24][C:25]([CH3:28])([CH3:27])[CH3:26])[C:15]2[S:20][CH:19]=[C:18]([CH3:21])[C:16]=2[N:17]=1)[CH:9]=[CH2:10]. Product: [ClH:1].[CH2:8]([NH:11][C:12]1[N:13]=[C:14]([NH:22][C:23](=[O:29])[NH:24][C:25]([CH3:28])([CH3:27])[CH3:26])[C:15]2[S:20][CH:19]=[C:18]([CH3:21])[C:16]=2[N:17]=1)[CH:9]=[CH2:10]. The catalyst class is: 13. (3) Reactant: Br.[F:2][C:3]([C:6]1[S:10][C:9]2=[N:11][C:12]([C:14]([OH:16])=O)=[CH:13][N:8]2[N:7]=1)([F:5])[CH3:4].C(Cl)(=O)C([Cl:20])=O. Product: [F:2][C:3]([C:6]1[S:10][C:9]2=[N:11][C:12]([C:14]([Cl:20])=[O:16])=[CH:13][N:8]2[N:7]=1)([F:5])[CH3:4]. The catalyst class is: 59. (4) Product: [P:38]([OH:43])([OH:40])([O:19][C@@H:15]1[CH2:16][CH2:17][CH2:18][N:13]([S:10]([CH2:9][C@H:6]2[CH2:5][CH2:4][C@H:3]([N:2]([CH3:1])[C:20]3[C:21]4[CH:28]=[CH:27][NH:26][C:22]=4[N:23]=[CH:24][N:25]=3)[CH2:8][CH2:7]2)(=[O:12])=[O:11])[CH2:14]1)=[O:39]. The catalyst class is: 98. Reactant: [CH3:1][N:2]([C:20]1[C:21]2[CH:28]=[CH:27][NH:26][C:22]=2[N:23]=[CH:24][N:25]=1)[C@H:3]1[CH2:8][CH2:7][C@H:6]([CH2:9][S:10]([N:13]2[CH2:18][CH2:17][CH2:16][C@@H:15]([OH:19])[CH2:14]2)(=[O:12])=[O:11])[CH2:5][CH2:4]1.C(N(C(C)C)CC)(C)C.[P:38](OCl)([O:43]CC)([O:40]CC)=[O:39].Br[Si](C)(C)C. (5) Reactant: [C:1]([C:4]1[C:5]2[CH:12]=[CH:11][C:10]([O:13][CH3:14])=[CH:9][C:6]=2[S:7][CH:8]=1)(=O)[CH3:2].N(C1C=CC(S(N[Si](C(C)(C)C)(C)C)(=O)=O)=CC=1)=C=S.COC1C=CC(C2C3SC=C(C4[NH:56][N:55]=[C:54]([NH:57][C:58]5[CH:63]=[CH:62][C:61]([S:64]([NH2:67])(=[O:66])=[O:65])=[CH:60][CH:59]=5)C=4)C=3C=CC=2)=CC=1. Product: [CH3:14][O:13][C:10]1[CH:11]=[CH:12][C:5]2[C:4]([C:1]3[NH:56][N:55]=[C:54]([NH:57][C:58]4[CH:59]=[CH:60][C:61]([S:64]([NH2:67])(=[O:66])=[O:65])=[CH:62][CH:63]=4)[CH:2]=3)=[CH:8][S:7][C:6]=2[CH:9]=1. The catalyst class is: 6.